Task: Predict the reactants needed to synthesize the given product.. Dataset: Full USPTO retrosynthesis dataset with 1.9M reactions from patents (1976-2016) (1) Given the product [OH:16][CH2:15][CH2:14][O:13][CH2:12][CH2:11][NH:10][C:2]1[CH:9]=[CH:8][CH:7]=[CH:6][C:3]=1[C:4]#[N:5], predict the reactants needed to synthesize it. The reactants are: F[C:2]1[CH:9]=[CH:8][CH:7]=[CH:6][C:3]=1[C:4]#[N:5].[NH2:10][CH2:11][CH2:12][O:13][CH2:14][CH2:15][OH:16]. (2) Given the product [CH:16]1([N:15]2[C:4]3[C:5](=[CH:21][C:22]([F:25])=[C:23]([F:24])[C:3]=3[O:2][CH3:1])[C:6](=[O:7])[C:8]([C:9]([O:11][CH2:12][CH3:13])=[O:10])=[CH:14]2)[CH2:20][CH2:19][CH2:18][CH2:17]1, predict the reactants needed to synthesize it. The reactants are: [CH3:1][O:2][C:3]1[C:4](F)=[C:5]([CH:21]=[C:22]([F:25])[C:23]=1[F:24])[C:6]([C:8](=[CH:14][NH:15][CH:16]1[CH2:20][CH2:19][CH2:18][CH2:17]1)[C:9]([O:11][CH2:12][CH3:13])=[O:10])=[O:7]. (3) Given the product [C:1]([O:5][C:6](=[O:26])[NH:7][C@@H:8]1[C@@H:13]([OH:14])[C@H:12]([CH2:15][C:16]2[CH:21]=[CH:20][C:19]([N+:22]([O-:24])=[O:23])=[C:18]([F:25])[CH:17]=2)[CH2:11][S:29](=[O:31])(=[O:28])[CH2:9]1)([CH3:3])([CH3:4])[CH3:2], predict the reactants needed to synthesize it. The reactants are: [C:1]([O:5][C:6](=[O:26])[NH:7][C@@H:8]1[C@H:13]([OH:14])[C@H:12]([CH2:15][C:16]2[CH:21]=[CH:20][C:19]([N+:22]([O-:24])=[O:23])=[C:18]([F:25])[CH:17]=2)[CH2:11]S[CH2:9]1)([CH3:4])([CH3:3])[CH3:2].O[O:28][S:29]([O-:31])=O.[K+].CC([O-])=O.[Na+].S(S([O-])=O)([O-])(=O)=O.[Na+].[Na+]. (4) Given the product [Cl:17][C:18]1[CH:26]=[CH:25][C:21]([C:22]([C:14]2[CH:15]=[C:11]([C:9]([C:6]3[CH:7]=[N:8][C:3]([Cl:2])=[CH:4][CH:5]=3)=[O:10])[N:12]([CH3:16])[CH:13]=2)=[O:23])=[CH:20][CH:19]=1, predict the reactants needed to synthesize it. The reactants are: Cl.[Cl:2][C:3]1[N:8]=[CH:7][C:6]([C:9]([C:11]2[N:12]([CH3:16])[CH:13]=[CH:14][CH:15]=2)=[O:10])=[CH:5][CH:4]=1.[Cl:17][C:18]1[CH:26]=[CH:25][C:21]([C:22](Cl)=[O:23])=[CH:20][CH:19]=1. (5) Given the product [NH2:26][C:24]1[CH:23]=[CH:22][C:21]([Br:29])=[C:20]([CH:25]=1)[CH2:19][N:15]1[C@@H:14]([CH3:30])[C@@H:13]([C:5]2[CH:6]=[C:7]([C:9]([F:10])([F:11])[F:12])[CH:8]=[C:3]([C:2]([F:31])([F:32])[F:1])[CH:4]=2)[O:17][C:16]1=[O:18], predict the reactants needed to synthesize it. The reactants are: [F:1][C:2]([F:32])([F:31])[C:3]1[CH:4]=[C:5]([C@H:13]2[O:17][C:16](=[O:18])[N:15]([CH2:19][C:20]3[CH:25]=[C:24]([N+:26]([O-])=O)[CH:23]=[CH:22][C:21]=3[Br:29])[C@H:14]2[CH3:30])[CH:6]=[C:7]([C:9]([F:12])([F:11])[F:10])[CH:8]=1.[Sn](Cl)Cl.C(O)C. (6) Given the product [CH2:30]([N:7]([C:20]([O:19][C:15]([CH3:18])([CH3:17])[CH3:16])=[O:21])[CH2:6][C:5]([OH:4])=[O:8])[CH3:31], predict the reactants needed to synthesize it. The reactants are: Cl.C([O:4][C:5](=[O:8])[CH2:6][NH2:7])C.C(=O)([O-])[O-].[Na+].[Na+].[C:15]([O:19][C:20](O[C:20]([O:19][C:15]([CH3:18])([CH3:17])[CH3:16])=[O:21])=[O:21])([CH3:18])([CH3:17])[CH3:16].[CH2:30](O)[CH3:31]. (7) Given the product [OH:8][C:9]1[CH:10]=[C:11]2[C:15](=[CH:16][CH:17]=1)[NH:14][C:13](=[O:18])[C:12]2=[C:19]1[CH:28]=[CH:27][C:26]2[C:21](=[CH:22][CH:23]=[CH:24][CH:25]=2)[NH:20]1, predict the reactants needed to synthesize it. The reactants are: C([O:8][C:9]1[CH:10]=[C:11]2[C:15](=[CH:16][CH:17]=1)[NH:14][C:13](=[O:18])[C:12]2=[C:19]1[CH:28]=[CH:27][C:26]2[C:21](=[CH:22][CH:23]=[CH:24][CH:25]=2)[NH:20]1)C1C=CC=CC=1.